From a dataset of Forward reaction prediction with 1.9M reactions from USPTO patents (1976-2016). Predict the product of the given reaction. (1) Given the reactants [CH3:1][O:2][C:3]1[CH:4]=[C:5]([Mg]Br)[CH:6]=[C:7]([O:9][CH3:10])[CH:8]=1.[Cl:13][C:14]1[CH:22]=[C:21]2[C:17]([C:18](=[O:24])[C:19](=[O:23])[NH:20]2)=[CH:16][CH:15]=1, predict the reaction product. The product is: [Cl:13][C:14]1[CH:22]=[C:21]2[C:17]([C:18]([C:5]3[CH:4]=[C:3]([O:2][CH3:1])[CH:8]=[C:7]([O:9][CH3:10])[CH:6]=3)([OH:24])[C:19](=[O:23])[NH:20]2)=[CH:16][CH:15]=1. (2) Given the reactants Cl[C:2]1[N:7]=[C:6]([NH:8][CH2:9][C:10]2[CH:15]=[CH:14][C:13]([O:16][CH3:17])=[C:12]([O:18][CH3:19])[CH:11]=2)[N:5]2[N:20]=[C:21]([C:23]3[O:24][CH:25]=[CH:26][CH:27]=3)[N:22]=[C:4]2[CH:3]=1.C[Si](C)(C)[O:30][C:31]1([C:36]#[C:37][Sn](CCCC)(CCCC)CCCC)[CH2:35][CH2:34][CH2:33][CH2:32]1.C1COCC1.[F-].C([N+](CCCC)(CCCC)CCCC)CCC, predict the reaction product. The product is: [CH3:19][O:18][C:12]1[CH:11]=[C:10]([CH:15]=[CH:14][C:13]=1[O:16][CH3:17])[CH2:9][NH:8][C:6]1[N:5]2[N:20]=[C:21]([C:23]3[O:24][CH:25]=[CH:26][CH:27]=3)[N:22]=[C:4]2[CH:3]=[C:2]([C:37]#[C:36][C:31]2([OH:30])[CH2:35][CH2:34][CH2:33][CH2:32]2)[N:7]=1. (3) Given the reactants [F:1][C:2]([F:20])([F:19])[C:3]1[C:4]2[O:17][CH2:16][CH:15]3[CH2:18][CH:14]3[C:5]=2[N:6]([CH2:8][C:9]([O:11]CC)=[O:10])[N:7]=1.O.CO.CCOC(C)=O, predict the reaction product. The product is: [F:19][C:2]([F:1])([F:20])[C:3]1[C:4]2[O:17][CH2:16][CH:15]3[CH2:18][CH:14]3[C:5]=2[N:6]([CH2:8][C:9]([OH:11])=[O:10])[N:7]=1. (4) The product is: [CH:1]([CH:4]1[C:9](=[O:10])[N:8]([CH3:11])[C:7]2[CH:12]=[C:13]([C:37]#[N:38])[CH:14]=[C:15]([C:16]3[C:17]4[CH:26]=[CH:25][NH:24][C:18]=4[C:19](=[O:23])[N:20]([CH3:22])[CH:21]=3)[C:6]=2[O:5]1)([CH3:3])[CH3:2]. Given the reactants [CH:1]([CH:4]1[C:9](=[O:10])[N:8]([CH3:11])[C:7]2[CH:12]=[C:13]([C:37]#[N:38])[CH:14]=[C:15]([C:16]3[C:17]4[CH:26]=[CH:25][N:24](S(C5C=CC(C)=CC=5)(=O)=O)[C:18]=4[C:19](=[O:23])[N:20]([CH3:22])[CH:21]=3)[C:6]=2[O:5]1)([CH3:3])[CH3:2], predict the reaction product. (5) Given the reactants [OH:1][C:2]1[CH:3]=[C:4]([C:14](=[O:16])[CH3:15])[CH:5]=[C:6]([S:8]([F:13])([F:12])([F:11])([F:10])[F:9])[CH:7]=1.Br[CH2:18][CH:19]([O:21][CH3:22])C.[H-].[Na+].[Br-], predict the reaction product. The product is: [CH3:22][O:21][CH2:19][CH2:18][O:1][C:2]1[CH:3]=[C:4]([C:14](=[O:16])[CH3:15])[CH:5]=[C:6]([S:8]([F:13])([F:9])([F:10])([F:11])[F:12])[CH:7]=1.